From a dataset of Full USPTO retrosynthesis dataset with 1.9M reactions from patents (1976-2016). Predict the reactants needed to synthesize the given product. (1) The reactants are: [C:1]([O:5][C:6]([NH:8][CH:9]1[CH2:14][CH2:13][CH2:12][CH:11]([C:15](O)=[O:16])[CH2:10]1)=[O:7])([CH3:4])([CH3:3])[CH3:2].C(N(CC)CC)C.ClC(OCC)=O.[BH4-].[Na+]. Given the product [OH:16][CH2:15][CH:11]1[CH2:12][CH2:13][CH2:14][CH:9]([NH:8][C:6](=[O:7])[O:5][C:1]([CH3:3])([CH3:2])[CH3:4])[CH2:10]1, predict the reactants needed to synthesize it. (2) Given the product [CH3:2][S:3][C:4]1[S:8][C:7]([C:9]([NH2:11])=[NH:10])=[CH:6][C:5]=1[NH:12][C:13]1[CH:22]=[CH:21][C:20]2[C:15](=[CH:16][CH:17]=[CH:18][CH:19]=2)[CH:14]=1, predict the reactants needed to synthesize it. The reactants are: Cl.[CH3:2][S:3][C:4]1[S:8][C:7]([C:9]([NH2:11])=[NH:10])=[CH:6][C:5]=1[NH:12][C:13]1[CH:22]=[CH:21][C:20]2[C:15](=[CH:16][CH:17]=[CH:18][CH:19]=2)[CH:14]=1.CSC1SC(C(OC)=O)=CC=1NC1C=CC2C(=CC=CC=2)C=1.C[Al](C)C.[NH4+].[Cl-]. (3) Given the product [CH:30]([N:43]1[C:44]2[C:49](=[CH:48][C:47]([Cl:50])=[CH:46][CH:45]=2)[CH:24]=[C:23]1[CH2:22][CH2:21][NH:8][S:9]([CH2:12][C:13]1[C:14]([CH3:20])=[CH:15][CH:16]=[CH:17][C:18]=1[CH3:19])(=[O:10])=[O:11])([C:37]1[CH:42]=[CH:41][CH:40]=[CH:39][CH:38]=1)[C:31]1[CH:36]=[CH:35][CH:34]=[CH:33][CH:32]=1, predict the reactants needed to synthesize it. The reactants are: C([N:8]([CH2:21][CH2:22][C:23]#[CH:24])[S:9]([CH2:12][C:13]1[C:18]([CH3:19])=[CH:17][CH:16]=[CH:15][C:14]=1[CH3:20])(=[O:11])=[O:10])(OC(C)(C)C)=O.CN(C=O)C.[CH:30]([NH:43][C:44]1[CH:49]=[CH:48][C:47]([Cl:50])=[CH:46][C:45]=1I)([C:37]1[CH:42]=[CH:41][CH:40]=[CH:39][CH:38]=1)[C:31]1[CH:36]=[CH:35][CH:34]=[CH:33][CH:32]=1.C(N(CC)CC)C. (4) The reactants are: [Br:1][C:2]1[CH:3]=[CH:4][C:5]2[C:6](=[O:18])[C:7](=[O:17])[C:8]3[C:13]([C:14]=2[CH:15]=1)=[CH:12][C:11]([OH:16])=[CH:10][CH:9]=3.C(=O)([O-])[O-].[K+].[K+].[I-].[K+].Br[CH2:28][CH:29]1[CH2:31][CH2:30]1. Given the product [Br:1][C:2]1[CH:3]=[CH:4][C:5]2[C:6](=[O:18])[C:7](=[O:17])[C:8]3[C:13]([C:14]=2[CH:15]=1)=[CH:12][C:11]([O:16][CH2:28][CH:29]1[CH2:31][CH2:30]1)=[CH:10][CH:9]=3, predict the reactants needed to synthesize it. (5) Given the product [Br:8][C:4]1[C:3]([CH3:9])=[C:2]([CH:7]=[CH:6][CH:5]=1)[C:10]([OH:12])=[O:11], predict the reactants needed to synthesize it. The reactants are: Br[C:2]1[CH:7]=[CH:6][CH:5]=[C:4]([Br:8])[C:3]=1[CH3:9].[C:10](=[O:12])=[O:11]. (6) Given the product [N:19]1[CH:18]=[C:17]([O:16][C:11]2[CH2:15][CH2:14][O:13][N:12]=2)[CH:22]=[N:21][CH:20]=1, predict the reactants needed to synthesize it. The reactants are: ClC1C=CC(C=C)=CC=1.Br[C:11]1[CH2:15][CH2:14][O:13][N:12]=1.[OH:16][C:17]1[CH:18]=[N:19][CH:20]=[N:21][CH:22]=1. (7) Given the product [C:11]([O:10][C:8](=[O:9])[CH:7]([C:15]1[CH:20]=[CH:19][C:18]([CH2:21][Br:23])=[CH:17][CH:16]=1)[C:6]([O:5][C:1]([CH3:2])([CH3:3])[CH3:4])=[O:22])([CH3:13])([CH3:14])[CH3:12], predict the reactants needed to synthesize it. The reactants are: [C:1]([O:5][C:6](=[O:22])[CH:7]([C:15]1[CH:20]=[CH:19][C:18]([CH3:21])=[CH:17][CH:16]=1)[C:8]([O:10][C:11]([CH3:14])([CH3:13])[CH3:12])=[O:9])([CH3:4])([CH3:3])[CH3:2].[Br:23]N1C(=O)CCC1=O.